Dataset: Full USPTO retrosynthesis dataset with 1.9M reactions from patents (1976-2016). Task: Predict the reactants needed to synthesize the given product. (1) Given the product [CH:1]([N:3]1[CH:7]=[C:6]([C:8]([OH:10])=[O:9])[CH:5]=[N:4]1)=[CH2:2], predict the reactants needed to synthesize it. The reactants are: [CH:1]([N:3]1[CH:7]=[C:6]([C:8]([O:10]CC)=[O:9])[CH:5]=[N:4]1)=[CH2:2].[OH-].[Na+].Cl. (2) Given the product [F:1][C:2]([F:14])([F:15])[C:3]1[CH:4]=[CH:5][C:6]([CH2:7][CH2:8][C:9]([OH:11])=[O:10])=[CH:12][CH:13]=1, predict the reactants needed to synthesize it. The reactants are: [F:1][C:2]([F:15])([F:14])[C:3]1[CH:13]=[CH:12][C:6]([CH:7]=[CH:8][C:9]([OH:11])=[O:10])=[CH:5][CH:4]=1.